This data is from Full USPTO retrosynthesis dataset with 1.9M reactions from patents (1976-2016). The task is: Predict the reactants needed to synthesize the given product. (1) The reactants are: [CH:1](O)([OH:5])[CH2:2][CH2:3][CH3:4].[SH:7][CH:8]([CH3:13])[CH2:9][C:10]([OH:12])=[O:11].[OH2:14].C1(C)[CH:20]=[CH:19][C:18]([S:21](O)(=O)=O)=[CH:17]C=1. Given the product [SH:7][CH:8]([CH3:13])[CH2:9][C:10]([O:12][CH:1]([O:5][C:20](=[O:14])[CH2:19][CH:18]([SH:21])[CH3:17])[CH2:2][CH2:3][CH3:4])=[O:11], predict the reactants needed to synthesize it. (2) Given the product [CH3:16][O:17][C:18]1[CH:19]=[C:20]([C:21]2[N:23]([CH3:24])[N:33]=[N:32][N:31]=2)[CH:25]=[CH:26][C:27]=1[N+:28]([O-:30])=[O:29], predict the reactants needed to synthesize it. The reactants are: S(OS(C(F)(F)F)(=O)=O)(C(F)(F)F)(=O)=O.[CH3:16][O:17][C:18]1[CH:19]=[C:20]([CH:25]=[CH:26][C:27]=1[N+:28]([O-:30])=[O:29])[C:21]([NH:23][CH3:24])=O.[N-:31]=[N+:32]=[N-:33].[Na+].C([O-])(O)=O.[Na+]. (3) Given the product [CH3:3][C:2]1[NH:10][C:9]2[C:4](=[N:5][CH:6]=[CH:7][CH:8]=2)[CH:1]=1, predict the reactants needed to synthesize it. The reactants are: [C:1]([C:4]1[C:9]([NH:10]C(=O)OCC)=[CH:8][CH:7]=[CH:6][N:5]=1)#[C:2][CH3:3].[OH-].[Na+].